This data is from Catalyst prediction with 721,799 reactions and 888 catalyst types from USPTO. The task is: Predict which catalyst facilitates the given reaction. (1) Reactant: [F:1][C:2]1[CH:7]=[CH:6][C:5]([CH:8]2[O:12]C(=O)[NH:10][CH:9]2[CH2:14][C:15]2[CH:20]=[CH:19][C:18]([C:21]([F:24])([F:23])[F:22])=[CH:17][CH:16]=2)=[CH:4][CH:3]=1.[OH-].[Na+]. Product: [NH2:10][CH:9]([CH2:14][C:15]1[CH:20]=[CH:19][C:18]([C:21]([F:24])([F:22])[F:23])=[CH:17][CH:16]=1)[CH:8]([C:5]1[CH:6]=[CH:7][C:2]([F:1])=[CH:3][CH:4]=1)[OH:12]. The catalyst class is: 40. (2) Reactant: [Cl:1][C:2]1[CH:3]=[CH:4][C:5]2[N:11]3[C:12]([CH:15]=[C:16]([CH3:18])[CH3:17])=[CH:13][CH:14]=[C:10]3[CH:9]([CH2:19][CH2:20][N:21]3[C:25]([CH2:26][C:27]([O:29]CC)=[O:28])=[N:24][N:23]=[N:22]3)[O:8][CH:7]([C:32]3[CH:37]=[CH:36][CH:35]=[C:34]([O:38][CH3:39])[C:33]=3[O:40][CH3:41])[C:6]=2[CH:42]=1.O1CCCC1.C(=O)([O-])[O-].[K+].[K+].Cl. Product: [Cl:1][C:2]1[CH:3]=[CH:4][C:5]2[N:11]3[C:12]([CH:15]=[C:16]([CH3:17])[CH3:18])=[CH:13][CH:14]=[C:10]3[CH:9]([CH2:19][CH2:20][N:21]3[C:25]([CH2:26][C:27]([OH:29])=[O:28])=[N:24][N:23]=[N:22]3)[O:8][CH:7]([C:32]3[CH:37]=[CH:36][CH:35]=[C:34]([O:38][CH3:39])[C:33]=3[O:40][CH3:41])[C:6]=2[CH:42]=1. The catalyst class is: 8. (3) Reactant: [H-].[Na+].[C:3]1([CH2:9][CH2:10][CH2:11][OH:12])[CH:8]=[CH:7][CH:6]=[CH:5][CH:4]=1.[F:13][C:14]1[CH:19]=[CH:18][C:17]([C:20]2[C:21](=[O:37])[N:22]([CH3:36])[C:23](S(C)(=O)=O)=[N:24][C:25]=2[C:26]2[CH:31]=[CH:30][N:29]=[CH:28][CH:27]=2)=[CH:16][CH:15]=1. The catalyst class is: 7. Product: [F:13][C:14]1[CH:15]=[CH:16][C:17]([C:20]2[C:21](=[O:37])[N:22]([CH3:36])[C:23]([O:12][CH2:11][CH2:10][CH2:9][C:3]3[CH:8]=[CH:7][CH:6]=[CH:5][CH:4]=3)=[N:24][C:25]=2[C:26]2[CH:31]=[CH:30][N:29]=[CH:28][CH:27]=2)=[CH:18][CH:19]=1. (4) Reactant: [NH2:1][C:2]1[CH:7]=[CH:6][CH:5]=[CH:4][C:3]=1[CH2:8][OH:9].[C:10]([O:14][C:15](O[C:15]([O:14][C:10]([CH3:13])([CH3:12])[CH3:11])=[O:16])=[O:16])([CH3:13])([CH3:12])[CH3:11]. Product: [C:10]([O:14][C:15](=[O:16])[NH:1][C:2]1[CH:7]=[CH:6][CH:5]=[CH:4][C:3]=1[CH2:8][OH:9])([CH3:13])([CH3:12])[CH3:11]. The catalyst class is: 49.